From a dataset of Forward reaction prediction with 1.9M reactions from USPTO patents (1976-2016). Predict the product of the given reaction. (1) The product is: [C:35]([OH:42])(=[O:41])/[CH:36]=[CH:37]\[C:38]([OH:40])=[O:39].[NH2:1][C:2]1[C:31]([Cl:32])=[CH:30][C:5]([C:6]([NH:8][C@H:9]2[CH2:14][CH2:13][N:12]([CH2:15][CH:16]3[CH2:17][CH2:18][N:19]([C:22](=[O:27])[C:23]([CH3:26])([CH3:25])[CH3:24])[CH2:20][CH2:21]3)[CH2:11][C@H:10]2[O:28][CH3:29])=[O:7])=[C:4]([O:33][CH3:34])[CH:3]=1. Given the reactants [NH2:1][C:2]1[C:31]([Cl:32])=[CH:30][C:5]([C:6]([NH:8][C@H:9]2[CH2:14][CH2:13][N:12]([CH2:15][CH:16]3[CH2:21][CH2:20][N:19]([C:22](=[O:27])[C:23]([CH3:26])([CH3:25])[CH3:24])[CH2:18][CH2:17]3)[CH2:11][C@H:10]2[O:28][CH3:29])=[O:7])=[C:4]([O:33][CH3:34])[CH:3]=1.[C:35]([OH:42])(=[O:41])/[CH:36]=[CH:37]\[C:38]([OH:40])=[O:39], predict the reaction product. (2) Given the reactants [H-].[Na+].[F:3][C:4]1[C:5]([CH3:20])=[C:6]([C@:10]2([C:16]([O:18][CH3:19])=[O:17])[CH2:14][CH2:13][C@H:12]([OH:15])[CH2:11]2)[CH:7]=[CH:8][CH:9]=1.[F:21][C:22]1[CH:29]=[CH:28][C:25]([CH2:26]Br)=[CH:24][CH:23]=1.O, predict the reaction product. The product is: [F:3][C:4]1[C:5]([CH3:20])=[C:6]([C@:10]2([C:16]([O:18][CH3:19])=[O:17])[CH2:14][CH2:13][C@H:12]([O:15][CH2:26][C:25]3[CH:28]=[CH:29][C:22]([F:21])=[CH:23][CH:24]=3)[CH2:11]2)[CH:7]=[CH:8][CH:9]=1. (3) Given the reactants Cl[C:2]1[CH:11]=[C:10]2[C:5]([C:6](=[O:16])[C:7]([C:13]([OH:15])=[O:14])=[CH:8][N:9]2[CH3:12])=[CH:4][CH:3]=1.[NH2:17][CH2:18][CH2:19][CH2:20][CH2:21]N.C(Cl)Cl.C[N:27]1CCCC1=O, predict the reaction product. The product is: [NH2:27][CH:19]([CH2:20][CH3:21])[CH2:18][NH:17][C:2]1[CH:11]=[C:10]2[C:5]([C:6](=[O:16])[C:7]([C:13]([OH:15])=[O:14])=[CH:8][N:9]2[CH3:12])=[CH:4][CH:3]=1. (4) Given the reactants [CH3:1][O:2][C:3]([CH:5]1[CH2:9][CH2:8][CH2:7][C:6]1=[O:10])=[O:4].[H-].[Na+].[Br:13][CH2:14]Br, predict the reaction product. The product is: [Br:13][CH2:14][C:5]1([C:3]([O:2][CH3:1])=[O:4])[CH2:9][CH2:8][CH2:7][C:6]1=[O:10]. (5) Given the reactants [N:1]1[CH:6]=[CH:5][CH:4]=[C:3]([N:7]2[CH:11]=[C:10]([C:12]3[CH:21]=[CH:20][C:19]4[CH2:18][CH2:17][CH2:16][C:15](=O)[C:14]=4[N:13]=3)[CH:9]=[N:8]2)[CH:2]=1.[C:23]([NH:26][NH2:27])(=[O:25])[CH3:24], predict the reaction product. The product is: [N:1]1[CH:6]=[CH:5][CH:4]=[C:3]([N:7]2[CH:11]=[C:10]([C:12]3[CH:21]=[CH:20][C:19]4[C:18](=[N:27][NH:26][C:23](=[O:25])[CH3:24])[CH2:17][CH2:16][CH2:15][C:14]=4[N:13]=3)[CH:9]=[N:8]2)[CH:2]=1. (6) Given the reactants [CH2:1]([NH:9][C:10](=[O:12])[CH3:11])[CH2:2][C:3]1[CH:8]=[CH:7][CH:6]=[CH:5][CH:4]=1.[S:13]([Cl:17])(=O)(=[O:15])[OH:14], predict the reaction product. The product is: [C:10]([NH:9][CH2:1][CH2:2][C:3]1[CH:8]=[CH:7][C:6]([S:13]([Cl:17])(=[O:15])=[O:14])=[CH:5][CH:4]=1)(=[O:12])[CH3:11].